Regression. Given a peptide amino acid sequence and an MHC pseudo amino acid sequence, predict their binding affinity value. This is MHC class II binding data. From a dataset of Peptide-MHC class II binding affinity with 134,281 pairs from IEDB. (1) The peptide sequence is QKLMEDINVGFKAAV. The MHC is HLA-DPA10201-DPB10501 with pseudo-sequence HLA-DPA10201-DPB10501. The binding affinity (normalized) is 0.751. (2) The peptide sequence is IAKVPPGPNITATYG. The MHC is HLA-DPA10201-DPB10501 with pseudo-sequence HLA-DPA10201-DPB10501. The binding affinity (normalized) is 0.0640. (3) The peptide sequence is AAKPAAAATATATAA. The MHC is HLA-DPA10201-DPB10501 with pseudo-sequence HLA-DPA10201-DPB10501. The binding affinity (normalized) is 0. (4) The peptide sequence is SMPFGKTPVLEIDGK. The MHC is HLA-DQA10102-DQB10502 with pseudo-sequence HLA-DQA10102-DQB10502. The binding affinity (normalized) is 0.514.